Dataset: Forward reaction prediction with 1.9M reactions from USPTO patents (1976-2016). Task: Predict the product of the given reaction. (1) Given the reactants [C:1]1([C:13]2[CH:18]=[CH:17][CH:16]=[CH:15][CH:14]=2)[CH:6]=[CH:5][CH:4]=[C:3]([CH:7]([OH:12])[C:8]([CH3:11])([CH3:10])[CH3:9])[CH:2]=1.C1C([N+]([O-])=O)=CC=C([Cl-][C:29]([O-:31])=[O:30])C=1.[N:32]1[CH:37]=[CH:36][CH:35]=[CH:34][CH:33]=1.Cl[CH2:39]CCl, predict the reaction product. The product is: [NH2:32][C:37]1[CH:36]=[CH:35][C:34]([O:31][C:29]([O:12][C@H:7]([C:3]2[CH:2]=[C:1]([C:13]3[CH:18]=[CH:17][CH:16]=[CH:15][CH:14]=3)[CH:6]=[CH:5][CH:4]=2)[C:8]([CH3:10])([CH3:11])[CH3:9])=[O:30])=[CH:33][CH:39]=1. (2) The product is: [Si:26]([O:25][CH2:24][CH2:23][N:18]1[CH2:17][CH2:16][N:15]([C:12]2[CH:11]=[CH:10][C:9]([B:4]3[O:3][C:2]([CH3:21])([CH3:1])[C:6]([CH3:7])([CH3:8])[O:5]3)=[CH:14][CH:13]=2)[CH2:20][CH2:19]1)([C:29]([CH3:32])([CH3:31])[CH3:30])([CH3:28])[CH3:27]. Given the reactants [CH3:1][C:2]1([CH3:21])[C:6]([CH3:8])([CH3:7])[O:5][B:4]([C:9]2[CH:14]=[CH:13][C:12]([N:15]3[CH2:20][CH2:19][NH:18][CH2:17][CH2:16]3)=[CH:11][CH:10]=2)[O:3]1.Br[CH2:23][CH2:24][O:25][Si:26]([C:29]([CH3:32])([CH3:31])[CH3:30])([CH3:28])[CH3:27].C(=O)([O-])[O-].[Cs+].[Cs+], predict the reaction product. (3) Given the reactants [CH2:1]([O:8][C:9]1[CH:14]=[CH:13][CH:12]=[C:11]([O:15]C)[C:10]=1[CH:17]1[N:22]([CH2:23][C:24]2[CH:29]=[CH:28][C:27]([O:30][C:31]([F:34])([F:33])[F:32])=[CH:26][CH:25]=2)[C:21](=[O:35])[CH:20]=[CH:19][CH2:18]1)C1C=CC=CC=1, predict the reaction product. The product is: [OH:15][C:11]1[CH:12]=[CH:13][CH:14]=[C:9]([O:8][CH3:1])[C:10]=1[CH:17]1[N:22]([CH2:23][C:24]2[CH:29]=[CH:28][C:27]([O:30][C:31]([F:34])([F:32])[F:33])=[CH:26][CH:25]=2)[C:21](=[O:35])[CH2:20][CH2:19][CH2:18]1. (4) Given the reactants [N+:1]([C:4]1[CH:11]=[CH:10][CH:9]=[CH:8][C:5]=1[CH2:6]Cl)([O-:3])=[O:2].[CH3:12][CH:13]([S-:15])[CH3:14].[Na+], predict the reaction product. The product is: [CH:13]([S:15][CH2:6][C:5]1[CH:8]=[CH:9][CH:10]=[CH:11][C:4]=1[N+:1]([O-:3])=[O:2])([CH3:14])[CH3:12]. (5) The product is: [Cl:1][C:2]1[C:11]([O:12][CH2:13][CH:14]([OH:15])[CH2:16][N:19]2[CH2:20][CH2:21][CH:22]([NH:25][C:26](=[O:32])[O:27][C:28]([CH3:30])([CH3:29])[CH3:31])[CH2:23][CH2:24]2)=[C:10]2[C:5](=[CH:4][CH:3]=1)[N:6]=[CH:7][C:8]([O:17][CH3:18])=[N:9]2. Given the reactants [Cl:1][C:2]1[C:11]([O:12][CH2:13][C@H:14]2[CH2:16][O:15]2)=[C:10]2[C:5]([N:6]=[CH:7][C:8]([O:17][CH3:18])=[N:9]2)=[CH:4][CH:3]=1.[NH:19]1[CH2:24][CH2:23][CH:22]([NH:25][C:26](=[O:32])[O:27][C:28]([CH3:31])([CH3:30])[CH3:29])[CH2:21][CH2:20]1, predict the reaction product. (6) Given the reactants FC(F)(F)S(O[C:7]1[C:16]2[C:11](=[C:12]([OH:17])[CH:13]=[CH:14][CH:15]=2)[CH:10]=[CH:9][CH:8]=1)(=O)=O.C1(P(C2C=CC=CC=2)CCCP(C2C=CC=CC=2)C2C=CC=CC=2)C=CC=CC=1.C(N(CC)CC)C.[C:56]([O:59][CH2:60][CH3:61])(=[O:58])C, predict the reaction product. The product is: [OH:17][C:12]1[CH:13]=[CH:14][CH:15]=[C:16]2[C:11]=1[CH:10]=[CH:9][CH:8]=[C:7]2[C:56]([O:59][CH2:60][CH3:61])=[O:58]. (7) Given the reactants [CH2:1]([O:8][C:9]1[C:28]([O:29][CH3:30])=[CH:27][C:12]([C:13]([N:15]2[CH:19]=[C:18]([CH2:20][C:21]([O:23][CH3:24])=[O:22])[CH2:17][C@H:16]2[CH2:25][OH:26])=[O:14])=[C:11]([N+:31]([O-])=O)[CH:10]=1)[C:2]1[CH:7]=[CH:6][CH:5]=[CH:4][CH:3]=1.Cl[Sn]Cl.C(Cl)(Cl)Cl.CO, predict the reaction product. The product is: [NH2:31][C:11]1[CH:10]=[C:9]([O:8][CH2:1][C:2]2[CH:3]=[CH:4][CH:5]=[CH:6][CH:7]=2)[C:28]([O:29][CH3:30])=[CH:27][C:12]=1[C:13]([N:15]1[CH:19]=[C:18]([CH2:20][C:21]([O:23][CH3:24])=[O:22])[CH2:17][C@H:16]1[CH2:25][OH:26])=[O:14]. (8) Given the reactants [NH2:1][C:2]1[N:7]=[CH:6][N:5]=[C:4]([NH:8][C@H:9]([C:11]2[N:16]([C:17]3[CH:22]=[CH:21][CH:20]=[CH:19][CH:18]=3)[C:15](=[O:23])[C:14]3=[C:24]([CH3:27])[CH:25]=[CH:26][N:13]3[N:12]=2)[CH3:10])[C:3]=1I.[F:29][C:30]1[CH:31]=[C:32](B(O)O)[CH:33]=[C:34]([OH:36])[CH:35]=1.C(=O)([O-])[O-].[Na+].[Na+], predict the reaction product. The product is: [NH2:1][C:2]1[N:7]=[CH:6][N:5]=[C:4]([NH:8][C@H:9]([C:11]2[N:16]([C:17]3[CH:22]=[CH:21][CH:20]=[CH:19][CH:18]=3)[C:15](=[O:23])[C:14]3=[C:24]([CH3:27])[CH:25]=[CH:26][N:13]3[N:12]=2)[CH3:10])[C:3]=1[C:32]1[CH:33]=[C:34]([OH:36])[CH:35]=[C:30]([F:29])[CH:31]=1.